Dataset: Reaction yield outcomes from USPTO patents with 853,638 reactions. Task: Predict the reaction yield, written as a fraction of the theoretical maximum amount of product (1.0 means a 100% yield; for example, 0.34 means a 34% yield). (1) The reactants are CS([C:5]1[N:6]=[CH:7][C:8]2[C:17]3[CH:16]=[CH:15][C:14]([C:18]([O:20]C)=[O:19])=[CH:13][C:12]=3[N:11]=[C:10]([NH:22][C:23]3[CH:28]=[CH:27][CH:26]=[CH:25][CH:24]=3)[C:9]=2[N:29]=1)(=O)=O.Cl.CN.C[CH2:34][N:35](C(C)C)C(C)C.[Li+].[OH-]. The catalyst is CN(C=O)C.O.CO.C1COCC1. The product is [CH3:34][NH:35][C:5]1[N:6]=[CH:7][C:8]2[C:17]3[CH:16]=[CH:15][C:14]([C:18]([OH:20])=[O:19])=[CH:13][C:12]=3[N:11]=[C:10]([NH:22][C:23]3[CH:28]=[CH:27][CH:26]=[CH:25][CH:24]=3)[C:9]=2[N:29]=1. The yield is 0.740. (2) The reactants are [NH2:1][C:2]1[N:7]=[CH:6][N:5]=[C:4]([NH:8][C@H:9]([C:11]2[N:16]([C:17]3[CH:22]=[CH:21][CH:20]=[CH:19][CH:18]=3)[C:15](=[O:23])[C:14]3=[C:24]([CH3:27])[CH:25]=[CH:26][N:13]3[N:12]=2)[CH3:10])[C:3]=1[C:28]1[CH:36]=[C:35]2[C:31]([CH:32]=[N:33][N:34]2S(C2C=CC(OC)=CC=2)(=O)=O)=[CH:30][CH:29]=1.Cl.N1C=CC=CC=1.O. The catalyst is C(OCC)(=O)C. The product is [NH2:1][C:2]1[N:7]=[CH:6][N:5]=[C:4]([NH:8][C@H:9]([C:11]2[N:16]([C:17]3[CH:22]=[CH:21][CH:20]=[CH:19][CH:18]=3)[C:15](=[O:23])[C:14]3=[C:24]([CH3:27])[CH:25]=[CH:26][N:13]3[N:12]=2)[CH3:10])[C:3]=1[C:28]1[CH:36]=[C:35]2[C:31]([CH:32]=[N:33][NH:34]2)=[CH:30][CH:29]=1. The yield is 0.220. (3) The reactants are Cl[C:2]1[N:7]=[C:6]([NH:8][CH3:9])[N:5]=[C:4]([NH:10][CH2:11][C:12]#[CH:13])[N:3]=1.[CH2:14]([NH2:18])[CH2:15][CH2:16][CH3:17].C(NC1N=C(NC)N=C(NCC#C)N=1)C. No catalyst specified. The product is [CH2:14]([NH:18][C:2]1[N:7]=[C:6]([NH:8][CH3:9])[N:5]=[C:4]([NH:10][CH2:11][C:12]#[CH:13])[N:3]=1)[CH2:15][CH2:16][CH3:17]. The yield is 0.930. (4) The reactants are [NH2:1][C:2]1[CH:7]=[CH:6][CH:5]=[CH:4][CH:3]=1.[C:8]1(=O)[CH2:13][CH2:12][CH2:11][CH2:10][CH2:9]1.[OH-].[Na+].P(=O)(O)(O)O.S(=O)(=O)(O)O. The catalyst is C(O)C.Cl.O.C(OCC)(=O)C. The product is [C:8]1([C:5]2[CH:6]=[CH:7][C:2]([NH2:1])=[CH:3][CH:4]=2)[CH2:13][CH2:12][CH2:11][CH2:10][CH:9]=1. The yield is 0.490. (5) The reactants are [CH3:1][C:2]([O:5][C:6]([N:8]([CH2:10][C:11]([OH:13])=O)[CH3:9])=[O:7])([CH3:4])[CH3:3].[F:14][C:15]1[CH:20]=[CH:19][C:18]([C:21]2([CH2:27][O:28][CH2:29][C:30]3[C:39]4[C:34](=[CH:35][CH:36]=[CH:37][CH:38]=4)[CH:33]=[C:32]([C:40]#[N:41])[C:31]=3[O:42][CH3:43])[CH2:26][CH2:25][NH:24][CH2:23][CH2:22]2)=[CH:17][CH:16]=1.Cl.C(N=C=NCCCN(C)C)C.ON1C2C=CC=CC=2N=N1. The catalyst is C(Cl)Cl. The product is [C:2]([O:5][C:6](=[O:7])[N:8]([CH2:10][C:11]([N:24]1[CH2:25][CH2:26][C:21]([CH2:27][O:28][CH2:29][C:30]2[C:39]3[C:34](=[CH:35][CH:36]=[CH:37][CH:38]=3)[CH:33]=[C:32]([C:40]#[N:41])[C:31]=2[O:42][CH3:43])([C:18]2[CH:17]=[CH:16][C:15]([F:14])=[CH:20][CH:19]=2)[CH2:22][CH2:23]1)=[O:13])[CH3:9])([CH3:1])([CH3:3])[CH3:4]. The yield is 0.830. (6) The reactants are [F:1][C:2]([F:29])([F:28])[O:3][C:4]1[CH:9]=[CH:8][C:7]([N:10]2[CH:14]=[N:13][C:12]([C:15]3[CH:20]=[CH:19][C:18](/[CH:21]=[CH:22]/[C:23]([O:25]CC)=[O:24])=[CH:17][CH:16]=3)=[N:11]2)=[CH:6][CH:5]=1.[OH-].[Na+].Cl. The catalyst is CO.C(#N)C. The product is [F:29][C:2]([F:1])([F:28])[O:3][C:4]1[CH:9]=[CH:8][C:7]([N:10]2[CH:14]=[N:13][C:12]([C:15]3[CH:20]=[CH:19][C:18](/[CH:21]=[CH:22]/[C:23]([OH:25])=[O:24])=[CH:17][CH:16]=3)=[N:11]2)=[CH:6][CH:5]=1. The yield is 0.940. (7) The reactants are [C:1]([C:3]1[C:4]([C:9]2[CH:14]=[CH:13][CH:12]=[CH:11][CH:10]=2)=[N:5][O:6][C:7]=1[CH3:8])#[CH:2].Cl[C:16]1[N:21]=[CH:20][CH:19]=[CH:18][N:17]=1. No catalyst specified. The product is [CH3:8][C:7]1[O:6][N:5]=[C:4]([C:9]2[CH:14]=[CH:13][CH:12]=[CH:11][CH:10]=2)[C:3]=1[C:1]#[C:2][C:16]1[N:21]=[CH:20][CH:19]=[CH:18][N:17]=1. The yield is 0.320.